This data is from Full USPTO retrosynthesis dataset with 1.9M reactions from patents (1976-2016). The task is: Predict the reactants needed to synthesize the given product. (1) Given the product [ClH:32].[Br:1][C:2]1[CH:7]=[CH:6][C:5]([N:8]2[C:13](=[O:14])[CH:12]=[C:11]([O:15][CH:16]3[CH2:21][CH2:20][NH:19][CH2:18][CH2:17]3)[C:10]([C:29]#[N:30])=[N:9]2)=[CH:4][C:3]=1[F:31], predict the reactants needed to synthesize it. The reactants are: [Br:1][C:2]1[CH:7]=[CH:6][C:5]([N:8]2[C:13](=[O:14])[CH:12]=[C:11]([O:15][CH:16]3[CH2:21][CH2:20][N:19](C(OC(C)(C)C)=O)[CH2:18][CH2:17]3)[C:10]([C:29]#[N:30])=[N:9]2)=[CH:4][C:3]=1[F:31].[ClH:32].O1CCOCC1.CCOCC. (2) Given the product [I:1][C:2]1[CH:3]=[C:4]([NH2:28])[C:5]([NH:6][CH2:7][C:8]2[CH:13]=[CH:12][C:11]([O:14][CH2:15][C:16]3[CH:17]=[N:18][C:19]([O:22][CH3:23])=[CH:20][CH:21]=3)=[C:10]([O:24][CH3:25])[CH:9]=2)=[CH:26][CH:27]=1, predict the reactants needed to synthesize it. The reactants are: [I:1][C:2]1[CH:27]=[CH:26][C:5]([NH:6][CH2:7][C:8]2[CH:13]=[CH:12][C:11]([O:14][CH2:15][C:16]3[CH:17]=[N:18][C:19]([O:22][CH3:23])=[CH:20][CH:21]=3)=[C:10]([O:24][CH3:25])[CH:9]=2)=[C:4]([N+:28]([O-])=O)[CH:3]=1.O.[Cl-].[NH4+].